From a dataset of Catalyst prediction with 721,799 reactions and 888 catalyst types from USPTO. Predict which catalyst facilitates the given reaction. (1) Reactant: [CH3:1][C:2]([C:5]1[CH:9]=[C:8]([C:10]([NH:12][C:13]2[CH:14]=[C:15]([CH:19]=[CH:20][CH:21]=2)[C:16](Cl)=[O:17])=[O:11])[N:7]([CH2:22][CH3:23])[N:6]=1)([CH3:4])[CH3:3].[F:24][CH2:25][CH2:26][OH:27].C(N(CC)CC)C. Product: [CH3:1][C:2]([C:5]1[CH:9]=[C:8]([C:10]([NH:12][C:13]2[CH:14]=[C:15]([CH:19]=[CH:20][CH:21]=2)[C:16]([O:27][CH2:26][CH2:25][F:24])=[O:17])=[O:11])[N:7]([CH2:22][CH3:23])[N:6]=1)([CH3:4])[CH3:3]. The catalyst class is: 154. (2) Reactant: [C:1]([O:5][C:6]([NH:8][CH2:9][C:10]([OH:12])=O)=[O:7])([CH3:4])([CH3:3])[CH3:2].C1N=CN(C(N2C=NC=C2)=O)C=1.Cl.Cl.[N:27]1([C:33]2[CH:34]=[C:35]([C:39]3[NH:43][C:42]4[CH:44]=[CH:45][CH:46]=[CH:47][C:41]=4[N:40]=3)[CH:36]=[CH:37][CH:38]=2)[CH2:32][CH2:31][NH:30][CH2:29][CH2:28]1.CCN(C(C)C)C(C)C. Product: [C:1]([O:5][C:6](=[O:7])[NH:8][CH2:9][C:10]([N:30]1[CH2:31][CH2:32][N:27]([C:33]2[CH:38]=[CH:37][CH:36]=[C:35]([C:39]3[NH:40][C:41]4[CH:47]=[CH:46][CH:45]=[CH:44][C:42]=4[N:43]=3)[CH:34]=2)[CH2:28][CH2:29]1)=[O:12])([CH3:2])([CH3:3])[CH3:4]. The catalyst class is: 10. (3) Reactant: Br[C:2]1[CH:22]=[C:21]([CH3:23])[CH:20]=[CH:19][C:3]=1[O:4][C:5]1[C:14]2[C:9](=[CH:10][C:11]([O:17][CH3:18])=[C:12]([O:15][CH3:16])[CH:13]=2)[N:8]=[CH:7][CH:6]=1.C([Li])CCC.CCCCCC.[C:35]([C:39]1[CH:44]=[CH:43][C:42]([C:45](Cl)=[O:46])=[CH:41][CH:40]=1)([CH3:38])([CH3:37])[CH3:36].O. Product: [C:35]([C:39]1[CH:40]=[CH:41][C:42]([C:45]([C:2]2[CH:22]=[C:21]([CH3:23])[CH:20]=[CH:19][C:3]=2[O:4][C:5]2[C:14]3[C:9](=[CH:10][C:11]([O:17][CH3:18])=[C:12]([O:15][CH3:16])[CH:13]=3)[N:8]=[CH:7][CH:6]=2)=[O:46])=[CH:43][CH:44]=1)([CH3:38])([CH3:36])[CH3:37]. The catalyst class is: 7. (4) Reactant: C([O:5]C(=O)[NH:7][C:8]1[CH:13]=[N:12][C:11]([CH2:14][S:15][CH3:16])=[CH:10][N:9]=1)(C)(C)C.FC(F)(F)C(O)=O. Product: [OH-:5].[NH4+:7].[CH3:16][S:15][CH2:14][C:11]1[N:12]=[CH:13][C:8]([NH2:7])=[N:9][CH:10]=1. The catalyst class is: 2. (5) Reactant: [CH2:1]([O:8][C:9]1[C:10](I)=[N:11][C:12]([CH3:15])=[CH:13][CH:14]=1)[C:2]1[CH:7]=[CH:6][CH:5]=[CH:4][CH:3]=1.C([Sn](CCCC)(CCCC)[C:22]1[O:23][CH:24]=[CH:25][CH:26]=1)CCC.CO. Product: [CH2:1]([O:8][C:9]1[C:10]([C:22]2[O:23][CH:24]=[CH:25][CH:26]=2)=[N:11][C:12]([CH3:15])=[CH:13][CH:14]=1)[C:2]1[CH:7]=[CH:6][CH:5]=[CH:4][CH:3]=1. The catalyst class is: 176. (6) Reactant: [F:1][C:2]([F:11])([F:10])[C:3]1([C:7]([OH:9])=O)[CH2:6][CH2:5][CH2:4]1.[NH:12]1[CH2:17][CH2:16][CH:15]([C:18]([O:20][CH2:21][CH3:22])=[O:19])[CH2:14][CH2:13]1.C(Cl)CCl.C1C=CC2N(O)N=NC=2C=1.CCN(C(C)C)C(C)C.[NH4+].[Cl-]. Product: [F:10][C:2]([F:1])([F:11])[C:3]1([C:7]([N:12]2[CH2:17][CH2:16][CH:15]([C:18]([O:20][CH2:21][CH3:22])=[O:19])[CH2:14][CH2:13]2)=[O:9])[CH2:4][CH2:5][CH2:6]1. The catalyst class is: 2. (7) Reactant: [C:1]1([S:7]([C:10]2([CH2:13][CH:14]3[CH2:16][O:15]3)[CH2:12][CH2:11]2)(=[O:9])=[O:8])[CH:6]=[CH:5][CH:4]=[CH:3][CH:2]=1.C(=O)([O-])[O-].[K+].[K+].[CH3:23][C:24]1[CH2:25][NH:26][CH2:27][CH2:28][C:29]=1[CH3:30]. Product: [C:1]1([S:7]([C:10]2([CH2:13][CH:14]([OH:15])[CH2:16][N:26]3[CH2:25][C:24]([CH3:23])=[C:29]([CH3:30])[CH2:28][CH2:27]3)[CH2:12][CH2:11]2)(=[O:9])=[O:8])[CH:6]=[CH:5][CH:4]=[CH:3][CH:2]=1. The catalyst class is: 10. (8) Reactant: [CH3:1][C@H:2]([C@@:10]([OH:25])([C:17]1[CH:18]=[CH:19][C:20]([F:24])=[CH:21][C:22]=1[F:23])[CH2:11][N:12]1[N:16]=[CH:15][N:14]=[CH:13]1)[C:3]1[N:8]=[CH:7][N:6]=[CH:5][C:4]=1[F:9].[C@@]12(CS([O-])(=O)=O)C(C)(C)C(CC1)CC2=O.C(=O)(O)[O-].[Na+]. Product: [CH3:1][C@H:2]([C@@:10]([OH:25])([C:17]1[CH:18]=[CH:19][C:20]([F:24])=[CH:21][C:22]=1[F:23])[CH2:11][N:12]1[N:16]=[CH:15][N:14]=[CH:13]1)[C:3]1[N:8]=[CH:7][N:6]=[CH:5][C:4]=1[F:9]. The catalyst class is: 13. (9) Reactant: [CH:1]1([CH2:4][N:5]([CH:13]2[CH2:18][CH2:17][NH:16][CH2:15][CH2:14]2)[CH2:6][C:7]2[CH:8]=[N:9][CH:10]=[CH:11][CH:12]=2)[CH2:3][CH2:2]1.Cl[C:20]([O:22][C:23]1[CH:28]=[CH:27][C:26]([O:29][C:30]2[CH:35]=[CH:34][C:33]([C:36]([F:39])([F:38])[F:37])=[CH:32][N:31]=2)=[CH:25][CH:24]=1)=[O:21].C(NC(C)C)(C)C. Product: [F:38][C:36]([F:37])([F:39])[C:33]1[CH:34]=[CH:35][C:30]([O:29][C:26]2[CH:27]=[CH:28][C:23]([O:22][C:20]([N:16]3[CH2:15][CH2:14][CH:13]([N:5]([CH2:4][CH:1]4[CH2:2][CH2:3]4)[CH2:6][C:7]4[CH:8]=[N:9][CH:10]=[CH:11][CH:12]=4)[CH2:18][CH2:17]3)=[O:21])=[CH:24][CH:25]=2)=[N:31][CH:32]=1. The catalyst class is: 9. (10) Reactant: [CH3:1][O:2][C:3]1[CH:4]=[C:5]2[C:9](=[CH:10][CH:11]=1)[NH:8][CH:7]=[C:6]2[CH2:12]O.[CH3:14][O:15][C:16]([O:20][Si](C)(C)C)=[C:17](C)C.Cl([O-])(=O)(=O)=O.[Mg+2].Cl([O-])(=O)(=O)=O. Product: [CH3:14][O:15][C:16](=[O:20])[CH2:17][CH2:12][C:6]1[C:5]2[C:9](=[CH:10][CH:11]=[C:3]([O:2][CH3:1])[CH:4]=2)[NH:8][CH:7]=1. The catalyst class is: 46.